Dataset: Full USPTO retrosynthesis dataset with 1.9M reactions from patents (1976-2016). Task: Predict the reactants needed to synthesize the given product. (1) Given the product [CH3:1][N:2]([CH3:16])[C:3]1[C:11]2[C:6](=[CH:7][CH:8]=[C:9]([NH2:12])[CH:10]=2)[N:5]([CH3:15])[N:4]=1, predict the reactants needed to synthesize it. The reactants are: [CH3:1][N:2]([CH3:16])[C:3]1[C:11]2[C:6](=[CH:7][CH:8]=[C:9]([N+:12]([O-])=O)[CH:10]=2)[N:5]([CH3:15])[N:4]=1. (2) Given the product [Br:15][C:16]1[CH:21]=[CH:20][C:19]([S:23][C:24]2[CH:29]=[CH:28][CH:27]=[CH:26][CH:25]=2)=[C:18]([NH:2][C:1]2[C:3]3[CH:8]=[CH:7][C:6]([CH3:9])=[N:5][C:4]=3[N:10]=[CH:11][N:12]=2)[CH:17]=1, predict the reactants needed to synthesize it. The reactants are: [C:1]([C:3]1[C:4]([N:10]=[CH:11][N:12](C)C)=[N:5][C:6]([CH3:9])=[CH:7][CH:8]=1)#[N:2].[Br:15][C:16]1[CH:17]=[CH:18][C:19]([S:23][C:24]2[CH:29]=[CH:28][CH:27]=[CH:26][CH:25]=2)=[C:20](N)[CH:21]=1. (3) Given the product [CH3:14][O:13][CH2:12][O:11][C:7]1[CH:8]=[CH:9][CH:10]=[C:5]([O:4][CH2:3][O:2][CH3:1])[C:6]=1[C:20](=[O:24])[CH:21]([CH3:23])[CH3:22], predict the reactants needed to synthesize it. The reactants are: [CH3:1][O:2][CH2:3][O:4][C:5]1[CH:10]=[CH:9][CH:8]=[C:7]([O:11][CH2:12][O:13][CH3:14])[CH:6]=1.[Li]CCCC.[C:20](O[C:20](=[O:24])[CH:21]([CH3:23])[CH3:22])(=[O:24])[CH:21]([CH3:23])[CH3:22]. (4) The reactants are: [NH2:1][C:2]1[N:6]([C:7]2[C:12]([Cl:13])=[CH:11][C:10]([C:14]([F:17])([F:16])[F:15])=[CH:9][C:8]=2[Cl:18])[N:5]=[C:4]([CH:19]=[N:20][OH:21])[C:3]=1[S:22]([CH3:24])=[O:23].[CH3:25][N:26]=[C:27]=[O:28]. Given the product [CH3:25][NH:26][C:27]([O:21][N:20]=[CH:19][C:4]1[C:3]([S:22]([CH3:24])=[O:23])=[C:2]([NH2:1])[N:6]([C:7]2[C:12]([Cl:13])=[CH:11][C:10]([C:14]([F:17])([F:16])[F:15])=[CH:9][C:8]=2[Cl:18])[N:5]=1)=[O:28], predict the reactants needed to synthesize it.